From a dataset of Forward reaction prediction with 1.9M reactions from USPTO patents (1976-2016). Predict the product of the given reaction. (1) The product is: [CH3:1][O:2][CH2:3][CH2:4][CH2:5][CH2:6][C:7]1[CH:12]=[C:11]([CH2:13][O:14][C@H:15]2[CH2:20][N:19]([S:21]([C:24]3[CH:25]=[CH:26][C:27]([CH3:30])=[CH:28][CH:29]=3)(=[O:23])=[O:22])[C@H:18]([CH2:31][C:32]([CH3:37])([CH3:36])[C:33]([NH:46][CH2:45][CH:42]3[CH2:43][CH2:44][O:39][CH2:40][CH2:41]3)=[O:35])[CH2:17][CH2:16]2)[CH:10]=[C:9]([CH3:38])[N:8]=1. Given the reactants [CH3:1][O:2][CH2:3][CH2:4][CH2:5][CH2:6][C:7]1[CH:12]=[C:11]([CH2:13][O:14][C@H:15]2[CH2:20][N:19]([S:21]([C:24]3[CH:29]=[CH:28][C:27]([CH3:30])=[CH:26][CH:25]=3)(=[O:23])=[O:22])[C@H:18]([CH2:31][C:32]([CH3:37])([CH3:36])[C:33]([OH:35])=O)[CH2:17][CH2:16]2)[CH:10]=[C:9]([CH3:38])[N:8]=1.[O:39]1[CH2:44][CH2:43][CH:42]([CH2:45][NH2:46])[CH2:41][CH2:40]1, predict the reaction product. (2) Given the reactants I[C:2]1[C:10]2[C:5](=[N:6][CH:7]=[N:8][C:9]=2[NH2:11])[N:4]([CH2:12][C:13]2[CH:14]=[C:15]3[N:20]([C:21]=2[C:22]2[CH:27]=[CH:26][N:25]=[CH:24][CH:23]=2)[CH:19]=[CH:18][CH:17]=[CH:16]3)[N:3]=1.[F:28][C:29]1[CH:30]=[C:31](B(O)O)[CH:32]=[C:33]([OH:35])[CH:34]=1.CCO.C([O-])([O-])=O.[Na+].[Na+], predict the reaction product. The product is: [NH2:11][C:9]1[N:8]=[CH:7][N:6]=[C:5]2[N:4]([CH2:12][C:13]3[CH:14]=[C:15]4[N:20]([C:21]=3[C:22]3[CH:23]=[CH:24][N:25]=[CH:26][CH:27]=3)[CH:19]=[CH:18][CH:17]=[CH:16]4)[N:3]=[C:2]([C:31]3[CH:32]=[C:33]([OH:35])[CH:34]=[C:29]([F:28])[CH:30]=3)[C:10]=12. (3) Given the reactants [Cl:1][C:2]1[N:7]=[CH:6][C:5]([CH:8]([CH3:12])[C:9]([OH:11])=O)=[CH:4][CH:3]=1.C1CN([P+](ON2N=NC3C=CC=CC2=3)(N2CCCC2)N2CCCC2)CC1.F[P-](F)(F)(F)(F)F.[CH3:46][C:47]1[CH:52]=[C:51]([C:53]2[CH:58]=[CH:57][C:56]([NH2:59])=[CH:55][CH:54]=2)[CH:50]=[CH:49][N:48]=1.C(N(CC)CC)C, predict the reaction product. The product is: [Cl:1][C:2]1[N:7]=[CH:6][C:5]([CH:8]([CH3:12])[C:9]([NH:59][C:56]2[CH:55]=[CH:54][C:53]([C:51]3[CH:50]=[CH:49][N:48]=[C:47]([CH3:46])[CH:52]=3)=[CH:58][CH:57]=2)=[O:11])=[CH:4][CH:3]=1. (4) Given the reactants [F:1][C:2]([F:9])([F:8])/[CH:3]=[CH:4]/[C:5](O)=[O:6].C(Cl)(=O)C(Cl)=O.Cl.[CH2:17]([O:19][C:20]1[CH:25]=[C:24]([CH3:26])[N:23]=[C:22]([N:27]2[CH2:32][CH2:31][NH:30][CH2:29][CH2:28]2)[CH:21]=1)[CH3:18], predict the reaction product. The product is: [CH2:17]([O:19][C:20]1[CH:25]=[C:24]([CH3:26])[N:23]=[C:22]([N:27]2[CH2:28][CH2:29][N:30]([C:5](=[O:6])/[CH:4]=[CH:3]/[C:2]([F:9])([F:8])[F:1])[CH2:31][CH2:32]2)[CH:21]=1)[CH3:18]. (5) The product is: [CH2:1]([O:8][CH2:9][CH2:10][C:11]1([CH2:14][OH:15])[CH2:16][O:17][C:18]([CH3:24])([CH3:19])[O:13][CH2:12]1)[C:2]1[CH:7]=[CH:6][CH:5]=[CH:4][CH:3]=1. Given the reactants [CH2:1]([O:8][CH2:9][CH2:10][C:11]([CH2:16][OH:17])([CH2:14][OH:15])[CH2:12][OH:13])[C:2]1[CH:7]=[CH:6][CH:5]=[CH:4][CH:3]=1.[C:18]12(CS(O)(=O)=O)C(C)(C)C(C[CH2:24]1)C[C:19]2=O.C(N(CC)CC)C, predict the reaction product. (6) Given the reactants [C:1]([NH:4][C@H:5]1[CH2:9][CH2:8][NH:7][CH2:6]1)(=[O:3])[CH3:2].[Cl:10][C:11]1[N:20]=[C:19](Cl)[C:18]2[C:13](=[CH:14][CH:15]=[C:16]([O:22][CH3:23])[CH:17]=2)[N:12]=1, predict the reaction product. The product is: [Cl:10][C:11]1[N:20]=[C:19]([N:7]2[CH2:8][CH2:9][C@H:5]([NH:4][C:1](=[O:3])[CH3:2])[CH2:6]2)[C:18]2[C:13](=[CH:14][CH:15]=[C:16]([O:22][CH3:23])[CH:17]=2)[N:12]=1. (7) Given the reactants [CH3:1][C:2]([OH:26])([CH3:25])[CH2:3][O:4][C:5]1[CH:14]=[C:13]2[C:8]([C:9]([O:15][C:16]3[CH:21]=[CH:20][C:19]([N+:22]([O-])=O)=[CH:18][CH:17]=3)=[CH:10][CH:11]=[N:12]2)=[CH:7][CH:6]=1.C(O[K])=O, predict the reaction product. The product is: [NH2:22][C:19]1[CH:20]=[CH:21][C:16]([O:15][C:9]2[C:8]3[C:13](=[CH:14][C:5]([O:4][CH2:3][C:2]([CH3:25])([OH:26])[CH3:1])=[CH:6][CH:7]=3)[N:12]=[CH:11][CH:10]=2)=[CH:17][CH:18]=1.